Task: Binary Classification. Given a miRNA mature sequence and a target amino acid sequence, predict their likelihood of interaction.. Dataset: Experimentally validated miRNA-target interactions with 360,000+ pairs, plus equal number of negative samples (1) The miRNA is mmu-miR-1905 with sequence CACCAGUCCCACCACGCGGUAG. The protein sequence of the target gene is MPSSRIPALCLGAWLLLLLLPRFARAEGAVPIPVTCFTRGLDIRKEKADVLCPGGCSLEEFSVFGNIVYASVSSICGAAVHRGVIGTSGGPVRVYSLPGRENYSSVDANGIQSQMLSRWSASFAVTKGKSSTQEATGRAVSTAHPPSGKRLKKTPEKKTGNKDCKADIAFLIDGSFNIGQRRFNLQKNFVGKVALMLGIGTEGPHVGLVQASEHPKIEFYLKNFTSAKDVLFAIKEVGFRGGNSNTGKALKHTAQKFFTADTGVRKGIPKVVVVFIDGWPSDDIEEAGIVAREFGVNVFI.... Result: 0 (no interaction). (2) The miRNA is hsa-miR-5188 with sequence AAUCGGACCCAUUUAAACCGGAG. The protein sequence of the target gene is MDRPGPGSARPGRTVHVWGYRVEWKVRNGRKLQPSEWAGRGDLGGFKRRWKDTRATVGTTFRRRSRVSLVGELSKFPLPSDSSGGKSSSSFARGALAWCRQRNPNPSCAAAETGARTSLPKERCRGWRLGNWLHKHPHPNTCPRLPACWLPPILTERGERVPKLVPLLACYPKSKPKD. Result: 0 (no interaction). (3) The miRNA is hsa-miR-6079 with sequence UUGGAAGCUUGGACCAACUAGCUG. The protein sequence of the target gene is MEPTQVAENLVPNQQPPVPDLEDPEDTRDESPENSDTVVLSLFPCTPDAVNPEADASASSLQGSFLKHSTTLTNRQRGNEVSALPATLDSLSIHQLAAQGELSQLKDHLRKGACPACTCLSGNNLINKPDERGFTPLIWASAFGEIETVRFLLDWGADPHILAKERESALSLASMGGYTDIVRLLLDRDVDINIYDWNGGTPLLYAVRGNHVKCVEALLARGADLTTEADSGYTPMDLAVALGYRKVQQVMESHILRLFQSTLGPVDPE. Result: 0 (no interaction). (4) The miRNA is hsa-miR-338-5p with sequence AACAAUAUCCUGGUGCUGAGUG. The protein sequence of the target gene is MANAGLQLLGFILAFLGWIGAIVSTALPQWRIYSYAGDNIVTAQAMYEGLWMSCVSQSTGQIQCKVFDSLLNLSSTLQATRALMVVGILLGVIAIFVATVGMKCMKCLEDDEVQKMRMAVIGGAIFLLAGLAILVATAWYGNRIVQEFYDPMTPVNARYEFGQALFTGWAAASLCLLGGALLCCSCPRKTTSYPTPRPYPKPAPSSGKDYV. Result: 1 (interaction). (5) The miRNA is mmu-miR-34b-5p with sequence AGGCAGUGUAAUUAGCUGAUUGU. The protein sequence of the target gene is MGDMVVEPATLKPTSEPTPSPSGNNGGSLLSVITEGVGELSVIDPEVAQKACQEVLEKVKLLHGGVAISSKGTPLELVNGDGVDNEIRCLDDPPAQIREEEDEMGAGVASGTAKGARRRRQNNSAKQSWLLRLFESKLFDISMAISYLYNSKEPGVQAYIGNRLFYFRNEDVDFYLPQLLNMYIHMDEDVGDAIKPYIVHRCRQSINFSLQCALLLGAYSSDMHISTQRHSRGTKLRKLILSDELKPAHRKRELPTLSPAPDTGLSPSKRTHQRSKSDATASISLSSNLKRTASNPKVEN.... Result: 1 (interaction). (6) The miRNA is hsa-miR-3118 with sequence UGUGACUGCAUUAUGAAAAUUCU. The protein sequence of the target gene is MSDIRHSLLRRDALSAAKEVLYHLDIYFSSQLQSAPLPIVDKGPVELLEEFVFQVPKERSAQPKRLNSLQELQLLEIMCNYFQEQTKDSVRQIIFSSLFSPQGNKADDSRMSLLGKLVSMAVAVCRIPVLECAASWLQRTPVVYCVRLAKALVDDYCCLVPGSIQTLKQIFSASPRFCCQFITSVTALYDLSSDDLIPPMDLLEMIVTWIFEDPRLILITFLNTPIAANLPIGFLELTPLVGLIRWCVKAPLAYKRKKKPPLSNGHVSNKVTKDPGVGMDRDSHLLYSKLHLSVLQVLMT.... Result: 0 (no interaction).